Dataset: Reaction yield outcomes from USPTO patents with 853,638 reactions. Task: Predict the reaction yield, written as a fraction of the theoretical maximum amount of product (1.0 means a 100% yield; for example, 0.34 means a 34% yield). (1) The reactants are [OH:1][C@H:2]1[C:10]2[C:5](=[CH:6][CH:7]=[CH:8][CH:9]=2)[CH2:4][C@:3]1([CH2:20][C:21]1[CH:31]=[CH:30][C:24]([C:25]([N:27]([CH3:29])[CH3:28])=[O:26])=[CH:23][CH:22]=1)[C:11]1[CH2:12][C:13]2[C:18]([CH:19]=1)=[CH:17][CH:16]=[CH:15][CH:14]=2.C1CCC(N=C=NC2CCCCC2)CC1.C([NH:64][C@H:65]([C:70](O)=[O:71])[CH2:66][CH:67]([CH3:69])[CH3:68])(OCC1C2C(=CC=CC=2)C2C1=CC=CC=2)=O. The catalyst is CN(C1C=CN=CC=1)C.C(OCC)(=O)C. The product is [NH2:64][C@H:65]([C:70]([O:1][C@H:2]1[C:10]2[C:5](=[CH:6][CH:7]=[CH:8][CH:9]=2)[CH2:4][C@:3]1([CH2:20][C:21]1[CH:31]=[CH:30][C:24]([C:25](=[O:26])[N:27]([CH3:28])[CH3:29])=[CH:23][CH:22]=1)[C:11]1[CH2:12][C:13]2[C:18]([CH:19]=1)=[CH:17][CH:16]=[CH:15][CH:14]=2)=[O:71])[CH2:66][CH:67]([CH3:69])[CH3:68]. The yield is 0.510. (2) The reactants are C([O:3][C:4](=O)[CH2:5][O:6][C:7]1[CH:12]=[CH:11][C:10]([CH2:13][CH2:14][CH2:15][CH2:16][NH:17][C:18]([O:20][CH2:21][C:22]2[CH:27]=[CH:26][CH:25]=[CH:24][CH:23]=2)=[O:19])=[CH:9][CH:8]=1)C.[CH3:29][NH:30][CH3:31]. No catalyst specified. The product is [CH2:21]([O:20][C:18](=[O:19])[NH:17][CH2:16][CH2:15][CH2:14][CH2:13][C:10]1[CH:11]=[CH:12][C:7]([O:6][CH2:5][C:4](=[O:3])[N:30]([CH3:31])[CH3:29])=[CH:8][CH:9]=1)[C:22]1[CH:27]=[CH:26][CH:25]=[CH:24][CH:23]=1. The yield is 0.520. (3) The reactants are [Cl:1][C:2]1[CH:7]=[C:6]([F:8])[CH:5]=[CH:4][C:3]=1I.C([Mg]Cl)(C)C.[F:15][C:16]1[C:17]([C:28]#N)=[N:18][CH:19]=[CH:20][C:21]=1[C:22]1[CH:23]=[N:24][CH:25]=[N:26][CH:27]=1.Cl.[OH-:31].[Na+]. The catalyst is C1COCC1.C(Cl)Cl.O. The product is [Cl:1][C:2]1[CH:7]=[C:6]([F:8])[CH:5]=[CH:4][C:3]=1[C:28]([C:17]1[C:16]([F:15])=[C:21]([C:22]2[CH:23]=[N:24][CH:25]=[N:26][CH:27]=2)[CH:20]=[CH:19][N:18]=1)=[O:31]. The yield is 0.0744. (4) The reactants are [CH3:1][N:2]([CH3:23])[C:3]([NH:5][C:6]1[CH:11]=[C:10]([O:12][C:13]2[CH:18]=[CH:17][C:16]([N+:19]([O-])=O)=[CH:15][C:14]=2[F:22])[CH:9]=[CH:8][N:7]=1)=[O:4].[Cl-].[NH4+].C(OCC)(=O)C.O1CCCC1.C(OCC)C.CCCCCC. The catalyst is C(O)C.O.[Fe]. The product is [NH2:19][C:16]1[CH:17]=[CH:18][C:13]([O:12][C:10]2[CH:9]=[CH:8][N:7]=[C:6]([NH:5][C:3]([N:2]([CH3:23])[CH3:1])=[O:4])[CH:11]=2)=[C:14]([F:22])[CH:15]=1. The yield is 0.910. (5) The reactants are Br[CH2:2][C:3](Br)=[O:4].[I:6][C:7]1[CH:13]=[CH:12][C:10]([NH2:11])=[CH:9][CH:8]=1.CCN(CC)CC.[NH:21]1[CH2:26][CH2:25][O:24][CH2:23][CH2:22]1. The catalyst is C1C=CC=CC=1.CCOC(C)=O. The product is [I:6][C:7]1[CH:13]=[CH:12][C:10]([NH:11][C:3](=[O:4])[CH2:2][N:21]2[CH2:26][CH2:25][O:24][CH2:23][CH2:22]2)=[CH:9][CH:8]=1. The yield is 0.910. (6) The reactants are [CH2:1]([O:8][C:9]1[CH:10]=[C:11]([NH:16][C:17]([NH2:19])=[S:18])[CH:12]=[C:13]([Br:15])[CH:14]=1)[C:2]1[CH:7]=[CH:6][CH:5]=[CH:4][CH:3]=1.BrBr.N. The catalyst is C(Cl)(Cl)Cl. The product is [CH2:1]([O:8][C:9]1[CH:14]=[C:13]([Br:15])[C:12]2[S:18][C:17]([NH2:19])=[N:16][C:11]=2[CH:10]=1)[C:2]1[CH:3]=[CH:4][CH:5]=[CH:6][CH:7]=1. The yield is 0.680. (7) The reactants are C([O:4][C@@H:5]1[C@@H:13]([CH2:14][O:15]C(=O)C)[O:12][C@H:11]2[C@H:7]([N:8]=[C:9]([NH:19][CH2:20][CH2:21][F:22])[S:10]2)[C@H:6]1[O:23]C(=O)C)(=O)C.C(=O)([O-])[O-].[K+].[K+]. The catalyst is CO. The product is [F:22][CH2:21][CH2:20][NH:19][C:9]1[S:10][C@H:11]2[O:12][C@H:13]([CH2:14][OH:15])[C@@H:5]([OH:4])[C@H:6]([OH:23])[C@H:7]2[N:8]=1. The yield is 0.920.